Dataset: Forward reaction prediction with 1.9M reactions from USPTO patents (1976-2016). Task: Predict the product of the given reaction. (1) Given the reactants Cl[C:2]1[C:7]2[N:8]=[C:9]([CH3:11])[S:10][C:6]=2[C:5](I)=[CH:4][N:3]=1.[F:13][C:14]1[CH:15]=[N:16][CH:17]=[C:18](B(O)O)[CH:19]=1.[NH2:23][C:24]1[N:25]=[C:26]([CH3:29])[S:27][CH:28]=1, predict the reaction product. The product is: [F:13][C:14]1[CH:19]=[C:18]([C:5]2[C:6]3[S:10][C:9]([CH3:11])=[N:8][C:7]=3[C:2]([NH:23][C:24]3[N:25]=[C:26]([CH3:29])[S:27][CH:28]=3)=[N:3][CH:4]=2)[CH:17]=[N:16][CH:15]=1. (2) Given the reactants [Cl:1][C:2]1[CH:3]=[C:4]([NH:17][C:18]2[C:19]3[N:26]=[C:25]([C:27]([NH:29][CH2:30][CH2:31]O)=[O:28])[S:24][C:20]=3[N:21]=[CH:22][N:23]=2)[CH:5]=[CH:6][C:7]=1[O:8][CH2:9][C:10]1[CH:15]=[CH:14][CH:13]=[C:12]([F:16])[CH:11]=1.[CH2:33]([N:35](CC)CC)[CH3:34].[CH3:40][S:41](Cl)(=[O:43])=[O:42], predict the reaction product. The product is: [Cl:1][C:2]1[CH:3]=[C:4]([NH:17][C:18]2[C:19]3[N:26]=[C:25]([C:27]([NH:29][CH2:30][CH2:31][NH:35][CH2:33][CH2:34][S:41]([CH3:40])(=[O:43])=[O:42])=[O:28])[S:24][C:20]=3[N:21]=[CH:22][N:23]=2)[CH:5]=[CH:6][C:7]=1[O:8][CH2:9][C:10]1[CH:15]=[CH:14][CH:13]=[C:12]([F:16])[CH:11]=1. (3) Given the reactants [CH:1]1[CH:2]=[CH:3][C:4]([CH:7]([S+:14]([O-])[CH2:15][C:16](N)=[O:17])[C:8]2[CH:9]=[CH:10][CH:11]=[CH:12][CH:13]=2)=[CH:5][CH:6]=1.C1(C(C2C=CC=CC=2)[OH:27])C=CC=CC=1.NC(N)=S.Br.ClCC(O)=O, predict the reaction product. The product is: [C:4]1([CH:7]([C:8]2[CH:9]=[CH:10][CH:11]=[CH:12][CH:13]=2)[S:14][CH2:15][C:16]([OH:17])=[O:27])[CH:3]=[CH:2][CH:1]=[CH:6][CH:5]=1. (4) Given the reactants Br[C:2]1[CH:11]=[CH:10][C:5]2[O:6][CH:7]([CH3:9])[O:8][C:4]=2[CH:3]=1.[Li]CCCC.C(O[B:21]1[O:25][C:24]([CH3:27])([CH3:26])[C:23]([CH3:29])([CH3:28])[O:22]1)(C)C.[NH4+].[Cl-].[Na+].[Cl-], predict the reaction product. The product is: [CH3:28][C:23]1([CH3:29])[C:24]([CH3:27])([CH3:26])[O:25][B:21]([C:2]2[CH:11]=[CH:10][C:5]3[O:6][CH:7]([CH3:9])[O:8][C:4]=3[CH:3]=2)[O:22]1.